From a dataset of Human liver microsome stability data. Regression/Classification. Given a drug SMILES string, predict its absorption, distribution, metabolism, or excretion properties. Task type varies by dataset: regression for continuous measurements (e.g., permeability, clearance, half-life) or binary classification for categorical outcomes (e.g., BBB penetration, CYP inhibition). Dataset: hlm. (1) The drug is CCN(CC)C(=O)/C=C/C=C(\C)[C@@H]1C/C=C/C=C/[C@H](O)[C@H](C)[C@@H](O)[C@@H](CCC(C)=O)C(=O)N[C@@H](C(C)C)C(=O)N[C@@H](Cc2cccc(O)c2)C(=O)N2CCCC(N2)C(=O)O1. The result is 1 (stable in human liver microsomes). (2) The molecule is C=C(c1ccc2c(ccn2C)c1)c1cc(C#N)nc2ccccc12. The result is 0 (unstable in human liver microsomes).